From a dataset of Full USPTO retrosynthesis dataset with 1.9M reactions from patents (1976-2016). Predict the reactants needed to synthesize the given product. (1) Given the product [Br:1][C:2]1[CH:10]=[CH:9][C:5]([C:6]([C:14]2[CH:15]=[CH:16][C:11]([O:17][CH3:18])=[CH:12][CH:13]=2)=[O:7])=[CH:4][CH:3]=1, predict the reactants needed to synthesize it. The reactants are: [Br:1][C:2]1[CH:10]=[CH:9][C:5]([C:6](Cl)=[O:7])=[CH:4][CH:3]=1.[C:11]1([O:17][CH3:18])[CH:16]=[CH:15][CH:14]=[CH:13][CH:12]=1.[Al+3].[Cl-].[Cl-].[Cl-].Cl. (2) Given the product [F:25][C:26]1[CH:27]=[C:28]([CH:32]=[C:33]([F:36])[C:34]=1[F:35])[C:29]([NH:1][CH2:2][C:3](=[O:4])[NH:5][CH:6]1[CH2:9][N:8]([CH:10]2[CH2:15][CH2:14][C:13]([OH:24])([C:16]3[CH:17]=[N:18][C:19]([O:22][CH3:23])=[CH:20][CH:21]=3)[CH2:12][CH2:11]2)[CH2:7]1)=[O:30], predict the reactants needed to synthesize it. The reactants are: [NH2:1][CH2:2][C:3]([NH:5][CH:6]1[CH2:9][N:8]([CH:10]2[CH2:15][CH2:14][C:13]([OH:24])([C:16]3[CH:17]=[N:18][C:19]([O:22][CH3:23])=[CH:20][CH:21]=3)[CH2:12][CH2:11]2)[CH2:7]1)=[O:4].[F:25][C:26]1[CH:27]=[C:28]([CH:32]=[C:33]([F:36])[C:34]=1[F:35])[C:29](O)=[O:30].CCN=C=NCCCN(C)C.